This data is from Forward reaction prediction with 1.9M reactions from USPTO patents (1976-2016). The task is: Predict the product of the given reaction. (1) Given the reactants O.[OH-].[Li+:3].[CH3:4][C:5]1[N:10]=[CH:9][C:8]([N:11]2[C:15]([C:16]3[CH:21]=[CH:20][CH:19]=[CH:18][N:17]=3)=[CH:14][C:13]([C:22]([O:24]CC)=[O:23])=[N:12]2)=[CH:7][CH:6]=1.C(O)C.Cl, predict the reaction product. The product is: [CH3:4][C:5]1[N:10]=[CH:9][C:8]([N:11]2[C:15]([C:16]3[CH:21]=[CH:20][CH:19]=[CH:18][N:17]=3)=[CH:14][C:13]([C:22]([O-:24])=[O:23])=[N:12]2)=[CH:7][CH:6]=1.[Li+:3]. (2) The product is: [NH2:1][C:2]1[C:11]([C:12]#[N:13])=[C:10]([NH:21][CH2:15][C:16]2[O:20][CH:19]=[CH:18][CH:17]=2)[C:9]2[C:4](=[CH:5][CH:6]=[CH:7][CH:8]=2)[N:3]=1. Given the reactants [NH2:1][C:2]1[C:11]([C:12]#[N:13])=[C:10](Cl)[C:9]2[C:4](=[CH:5][CH:6]=[CH:7][CH:8]=2)[N:3]=1.[CH2:15]([NH2:21])[C:16]1[O:20][CH:19]=[CH:18][CH:17]=1, predict the reaction product. (3) Given the reactants [CH:1]([N:5]1[CH2:9][CH2:8][CH2:7][C:6]1=[O:10])=[CH:2][CH2:3][CH3:4].[C:11](OC)(=[O:18])[C:12]1[CH:17]=[CH:16][CH:15]=[N:14][CH:13]=1, predict the reaction product. The product is: [CH:1]([N:5]1[CH2:9][CH2:8][CH:7]([C:11](=[O:18])[C:12]2[CH:17]=[CH:16][CH:15]=[N:14][CH:13]=2)[C:6]1=[O:10])=[CH:2][CH2:3][CH3:4]. (4) Given the reactants [CH3:1][C:2]1([CH3:12])[CH2:7][CH2:6][N:5]2[CH:8]=[N:9][CH:10]=[C:4]2[C:3]1=[O:11].[CH3:13][O:14][C:15]1[CH:20]=[CH:19][C:18]([Mg]Br)=[CH:17][CH:16]=1.Cl, predict the reaction product. The product is: [CH3:13][O:14][C:15]1[CH:20]=[CH:19][C:18]([C:3]2([OH:11])[C:2]([CH3:12])([CH3:1])[CH2:7][CH2:6][N:5]3[CH:8]=[N:9][CH:10]=[C:4]23)=[CH:17][CH:16]=1. (5) Given the reactants [CH3:1][NH:2][CH2:3][CH2:4][C@@H:5]([OH:12])[C:6]1[CH:11]=[CH:10][CH:9]=[CH:8][CH:7]=1.C([O-])(=O)[C@H](C1C=CC=CC=1)O.[OH-].[Na+], predict the reaction product. The product is: [CH3:1][NH:2][CH2:3][CH2:4][C@@H:5]([OH:12])[C:6]1[CH:7]=[CH:8][CH:9]=[CH:10][CH:11]=1. (6) Given the reactants [NH:1]([C:3]([S:5][CH3:6])=[S:4])[NH2:2].[N:7]1[CH:12]=[CH:11][CH:10]=[CH:9][C:8]=1[CH:13]=O, predict the reaction product. The product is: [N:7]1[CH:12]=[CH:11][CH:10]=[CH:9][C:8]=1[CH:13]=[N:2][NH:1][C:3]([S:5][CH3:6])=[S:4]. (7) Given the reactants [F-].C([N+](CCCC)(CCCC)CCCC)CCC.[N:19]1[CH:24]=[CH:23][C:22]([C:25]2[CH:32]=[CH:31][CH:30]=[CH:29][C:26]=2[CH:27]=[O:28])=[CH:21][CH:20]=1.[F:33][C:34]([Si](C)(C)C)([F:36])[F:35].Cl, predict the reaction product. The product is: [F:33][C:34]([F:36])([F:35])[CH:27]([C:26]1[CH:29]=[CH:30][CH:31]=[CH:32][C:25]=1[C:22]1[CH:23]=[CH:24][N:19]=[CH:20][CH:21]=1)[OH:28]. (8) Given the reactants [CH3:1][C:2]1([CH3:12])[C:11]2[C:6](=[CH:7][CH:8]=[CH:9][CH:10]=2)[CH2:5][NH:4][CH2:3]1.C(N(CC)CC)C.[C:20](Cl)(=[O:22])[CH3:21], predict the reaction product. The product is: [CH3:1][C:2]1([CH3:12])[C:11]2[C:6](=[CH:7][CH:8]=[CH:9][CH:10]=2)[CH2:5][N:4]([C:20](=[O:22])[CH3:21])[CH2:3]1. (9) Given the reactants [N:1]([CH2:4][C:5]1[CH:6]=[C:7]([CH:39]=[CH:40][CH:41]=1)[C:8]([NH:10][C:11]1[CH:16]=[CH:15][C:14]([N:17]2[CH2:22][CH2:21][CH2:20][CH2:19][CH2:18]2)=[CH:13][C:12]=1[C:23]([NH:25]/[N:26]=[CH:27]/[C:28]1[CH:33]=[CH:32][C:31]([Cl:34])=[C:30]([C:35]([F:38])([F:37])[F:36])[CH:29]=1)=[O:24])=[O:9])=[N+:2]=[N-:3].[C:42]([OH:49])(=[O:48])[C:43]#[C:44][C:45]([OH:47])=[O:46], predict the reaction product. The product is: [Cl:34][C:31]1[CH:32]=[CH:33][C:28](/[CH:27]=[N:26]/[NH:25][C:23]([C:12]2[CH:13]=[C:14]([N:17]3[CH2:18][CH2:19][CH2:20][CH2:21][CH2:22]3)[CH:15]=[CH:16][C:11]=2[NH:10][C:8]([C:7]2[CH:6]=[C:5]([CH:41]=[CH:40][CH:39]=2)[CH2:4][N:1]2[C:44]([C:45]([OH:47])=[O:46])=[C:43]([C:42]([OH:49])=[O:48])[N:3]=[N:2]2)=[O:9])=[O:24])=[CH:29][C:30]=1[C:35]([F:38])([F:36])[F:37]. (10) Given the reactants [CH3:1][O:2][C:3]1[CH:43]=[CH:42][C:6]([CH2:7][N:8]([CH2:33][C:34]2[CH:39]=[CH:38][C:37]([O:40][CH3:41])=[CH:36][CH:35]=2)[C:9]2[N:14]=[C:13]([CH3:15])[N:12]=[C:11]([C:16]3[C:17]([NH:24][C:25]4[CH:26]=[N:27][C:28]([O:31][CH3:32])=[CH:29][CH:30]=4)=[N:18][CH:19]=[C:20]([CH:23]=3)[CH:21]=[O:22])[N:10]=2)=[CH:5][CH:4]=1.[CH3:44][Mg]Br, predict the reaction product. The product is: [CH3:41][O:40][C:37]1[CH:36]=[CH:35][C:34]([CH2:33][N:8]([CH2:7][C:6]2[CH:5]=[CH:4][C:3]([O:2][CH3:1])=[CH:43][CH:42]=2)[C:9]2[N:14]=[C:13]([CH3:15])[N:12]=[C:11]([C:16]3[CH:23]=[C:20]([CH:21]([OH:22])[CH3:44])[CH:19]=[N:18][C:17]=3[NH:24][C:25]3[CH:26]=[N:27][C:28]([O:31][CH3:32])=[CH:29][CH:30]=3)[N:10]=2)=[CH:39][CH:38]=1.